Task: Predict the reaction yield, written as a fraction of the theoretical maximum amount of product (1.0 means a 100% yield; for example, 0.34 means a 34% yield).. Dataset: Reaction yield outcomes from USPTO patents with 853,638 reactions (1) The product is [CH2:36]([N:32]1[CH2:33][CH2:34][CH2:35][C@H:30]([NH:29][C:2]2[CH:3]=[C:4]([N:13]([CH2:20][C:21]3[CH:26]=[CH:25][C:24]([O:27][CH3:28])=[CH:23][CH:22]=3)[C:14]3[CH:19]=[CH:18][CH:17]=[CH:16][CH:15]=3)[C:5]3[N:6]([C:8]([C:11]#[N:12])=[CH:9][N:10]=3)[N:7]=2)[CH2:31]1)[C:37]1[CH:38]=[CH:39][CH:40]=[CH:41][CH:42]=1. The yield is 0.400. The reactants are Cl[C:2]1[CH:3]=[C:4]([N:13]([CH2:20][C:21]2[CH:26]=[CH:25][C:24]([O:27][CH3:28])=[CH:23][CH:22]=2)[C:14]2[CH:19]=[CH:18][CH:17]=[CH:16][CH:15]=2)[C:5]2[N:6]([C:8]([C:11]#[N:12])=[CH:9][N:10]=2)[N:7]=1.[NH2:29][C@H:30]1[CH2:35][CH2:34][CH2:33][N:32]([CH2:36][C:37]2[CH:42]=[CH:41][CH:40]=[CH:39][CH:38]=2)[CH2:31]1. The catalyst is C(Cl)Cl. (2) The reactants are [Cl-].[CH3:2][C:3]1[CH:8]=[C:7]([NH:9][C:10](=[O:18])[C:11]2[CH:16]=[CH:15][CH:14]=[CH:13][C:12]=2[CH3:17])[CH:6]=[CH:5][C:4]=1[C:19](=[O:27])C[N+]1C=CC=CC=1.[Cl-].CC1C=CC(C(=[O:44])C[N+]2C=CC=CC=2)=C(NC(=O)C2C=CC=CC=2C)C=1.[OH-].[Na+].Cl. The catalyst is CO.O. The product is [CH3:2][C:3]1[CH:8]=[C:7]([NH:9][C:10](=[O:18])[C:11]2[CH:16]=[CH:15][CH:14]=[CH:13][C:12]=2[CH3:17])[CH:6]=[CH:5][C:4]=1[C:19]([OH:27])=[O:44]. The yield is 0.605. (3) The reactants are [OH-].[Na+].[Cl:3][C:4]1[CH:9]=[CH:8][CH:7]=[C:6]([Cl:10])[C:5]=1[C:11]1[C:15]([CH2:16][O:17][C:18]2[CH:23]=[CH:22][C:21]([C:24]3[CH:25]=[C:26]4[C:31](=[CH:32][C:33]=3[F:34])[N:30]=[C:29]([C:35]([O:37]CC)=[O:36])[CH:28]=[CH:27]4)=[CH:20][CH:19]=2)=[C:14]([CH:40]([CH3:42])[CH3:41])[O:13][N:12]=1.Cl.O. The catalyst is O1CCCC1.CO. The product is [Cl:10][C:6]1[CH:7]=[CH:8][CH:9]=[C:4]([Cl:3])[C:5]=1[C:11]1[C:15]([CH2:16][O:17][C:18]2[CH:19]=[CH:20][C:21]([C:24]3[CH:25]=[C:26]4[C:31](=[CH:32][C:33]=3[F:34])[N:30]=[C:29]([C:35]([OH:37])=[O:36])[CH:28]=[CH:27]4)=[CH:22][CH:23]=2)=[C:14]([CH:40]([CH3:42])[CH3:41])[O:13][N:12]=1. The yield is 0.950.